Dataset: Reaction yield outcomes from USPTO patents with 853,638 reactions. Task: Predict the reaction yield, written as a fraction of the theoretical maximum amount of product (1.0 means a 100% yield; for example, 0.34 means a 34% yield). (1) The reactants are [Cl:1][C:2]1[CH:3]=[CH:4][N:5]2[CH:10]=[C:9]([CH:11]=[O:12])[N:8]([C:13]3[CH:18]=[CH:17][CH:16]=[C:15]([F:19])[CH:14]=3)[C:7](=[O:20])[C:6]=12.[CH3:21][CH2:22][Mg+].[Br-].[NH4+].[Cl-]. The catalyst is C1COCC1. The product is [Cl:1][C:2]1[CH:3]=[CH:4][N:5]2[CH:10]=[C:9]([CH:11]([OH:12])[CH2:21][CH3:22])[N:8]([C:13]3[CH:18]=[CH:17][CH:16]=[C:15]([F:19])[CH:14]=3)[C:7](=[O:20])[C:6]=12. The yield is 0.940. (2) The catalyst is CC(C)=O. The reactants are [OH:1][C:2]1[CH:3]=[C:4]([CH2:9][C:10]#[N:11])[CH:5]=[CH:6][C:7]=1[CH3:8].C([O-])([O-])=O.[K+].[K+].Br[CH2:19][CH2:20][CH2:21][CH3:22]. The product is [CH2:19]([O:1][C:2]1[CH:3]=[C:4]([CH2:9][C:10]#[N:11])[CH:5]=[CH:6][C:7]=1[CH3:8])[CH2:20][CH2:21][CH3:22]. The yield is 0.610. (3) The reactants are Br[C:2]1[O:13][C:5]2[N:6]=[C:7]([S:11][CH3:12])[NH:8][C:9](=[O:10])[C:4]=2[C:3]=1[C:14]1[CH:19]=[CH:18][CH:17]=[CH:16][CH:15]=1.CC1(C)C(C)(C)OB([C:28]2[CH:33]=[CH:32][C:31]([C:34]3([NH:38][C:39](=[O:45])[O:40][C:41]([CH3:44])([CH3:43])[CH3:42])[CH2:37][CH2:36][CH2:35]3)=[CH:30][CH:29]=2)O1.C([O-])([O-])=O.[K+].[K+].N#N. The catalyst is COCCOC.O.CCOC(C)=O.[Cl-].[Na+].O.CCOCC.C1C=CC([P]([Pd]([P](C2C=CC=CC=2)(C2C=CC=CC=2)C2C=CC=CC=2)([P](C2C=CC=CC=2)(C2C=CC=CC=2)C2C=CC=CC=2)[P](C2C=CC=CC=2)(C2C=CC=CC=2)C2C=CC=CC=2)(C2C=CC=CC=2)C2C=CC=CC=2)=CC=1. The product is [CH3:12][S:11][C:7]1[NH:8][C:9](=[O:10])[C:4]2[C:3]([C:14]3[CH:19]=[CH:18][CH:17]=[CH:16][CH:15]=3)=[C:2]([C:28]3[CH:29]=[CH:30][C:31]([C:34]4([NH:38][C:39](=[O:45])[O:40][C:41]([CH3:43])([CH3:42])[CH3:44])[CH2:35][CH2:36][CH2:37]4)=[CH:32][CH:33]=3)[O:13][C:5]=2[N:6]=1. The yield is 0.560. (4) The reactants are [NH2:1][C@@H:2]([CH2:7][C:8]1[N:9]=[CH:10][N:11]([C:13]([C:26]2[CH:31]=[CH:30][CH:29]=[CH:28][CH:27]=2)([C:20]2[CH:25]=[CH:24][CH:23]=[CH:22][CH:21]=2)[C:14]2[CH:19]=[CH:18][CH:17]=[CH:16][CH:15]=2)[CH:12]=1)[C:3]([O:5][CH3:6])=[O:4].Cl[CH2:33][CH2:34][N:35]([CH2:46][CH2:47]Cl)[S:36]([C:39]1[CH:44]=[CH:43][C:42]([CH3:45])=[CH:41][CH:40]=1)(=[O:38])=[O:37]. The catalyst is C(N(C(C)C)CC)(C)C.C(#N)C. The product is [CH3:45][C:42]1[CH:43]=[CH:44][C:39]([S:36]([N:35]2[CH2:34][CH2:33][N:1]([C@@H:2]([CH2:7][C:8]3[N:9]=[CH:10][N:11]([C:13]([C:26]4[CH:27]=[CH:28][CH:29]=[CH:30][CH:31]=4)([C:20]4[CH:21]=[CH:22][CH:23]=[CH:24][CH:25]=4)[C:14]4[CH:19]=[CH:18][CH:17]=[CH:16][CH:15]=4)[CH:12]=3)[C:3]([O:5][CH3:6])=[O:4])[CH2:47][CH2:46]2)(=[O:38])=[O:37])=[CH:40][CH:41]=1. The yield is 0.190. (5) The reactants are Br[C:2]1[C:11]2[C:6](=[CH:7][CH:8]=[CH:9][CH:10]=2)[C:5]([C:12]#[N:13])=[N:4][CH:3]=1.[CH3:14][O:15][C:16]1[CH:23]=[C:22]([O:24][CH3:25])[CH:21]=[CH:20][C:17]=1[CH2:18][NH2:19]. The catalyst is C(#N)C. The product is [CH3:14][O:15][C:16]1[CH:23]=[C:22]([O:24][CH3:25])[CH:21]=[CH:20][C:17]=1[CH2:18][NH:19][C:2]1[C:11]2[C:6](=[CH:7][CH:8]=[CH:9][CH:10]=2)[C:5]([C:12]#[N:13])=[N:4][CH:3]=1. The yield is 0.300.